This data is from Catalyst prediction with 721,799 reactions and 888 catalyst types from USPTO. The task is: Predict which catalyst facilitates the given reaction. Reactant: CC1C=CC(S([O:11][CH2:12][CH2:13][CH2:14][N:15]2[CH2:20][CH2:19][CH:18]([C:21]([OH:34])([C:28]3[CH:33]=[CH:32][CH:31]=[CH:30][CH:29]=3)[C:22]3[CH:27]=[CH:26][CH:25]=[CH:24][CH:23]=3)[CH2:17][CH2:16]2)(=O)=O)=CC=1.[C:35]([C:39]1[CH:44]=[CH:43][C:42](O)=[CH:41][CH:40]=1)([CH3:38])([CH3:37])[CH3:36].C(#N)C. Product: [C:35]([C:39]1[CH:44]=[CH:43][C:42]([O:11][CH2:12][CH2:13][CH2:14][N:15]2[CH2:16][CH2:17][CH:18]([C:21]([C:28]3[CH:33]=[CH:32][CH:31]=[CH:30][CH:29]=3)([C:22]3[CH:27]=[CH:26][CH:25]=[CH:24][CH:23]=3)[OH:34])[CH2:19][CH2:20]2)=[CH:41][CH:40]=1)([CH3:38])([CH3:37])[CH3:36]. The catalyst class is: 250.